From a dataset of Full USPTO retrosynthesis dataset with 1.9M reactions from patents (1976-2016). Predict the reactants needed to synthesize the given product. (1) Given the product [C:16]([O:20][C:21]([N:23]1[CH2:27][CH2:26][CH:25]([NH:28][CH2:11][C:10]2[CH:13]=[CH:14][CH:15]=[C:8]([C:6]3[CH:5]=[CH:4][N:3]=[C:2]([Cl:1])[N:7]=3)[CH:9]=2)[CH2:24]1)=[O:22])([CH3:19])([CH3:17])[CH3:18], predict the reactants needed to synthesize it. The reactants are: [Cl:1][C:2]1[N:7]=[C:6]([C:8]2[CH:9]=[C:10]([CH:13]=[CH:14][CH:15]=2)[CH:11]=O)[CH:5]=[CH:4][N:3]=1.[C:16]([O:20][C:21]([N:23]1[CH2:27][CH2:26][CH:25]([NH2:28])[CH2:24]1)=[O:22])([CH3:19])([CH3:18])[CH3:17]. (2) Given the product [O:22]1[C:19]2[CH:20]=[CH:21][C:16]([C:11]([C:5]3[CH:6]=[C:7]([O:9][CH3:10])[CH:8]=[C:3]([O:2][CH3:1])[CH:4]=3)=[CH:12][C:13]#[N:14])=[CH:17][C:18]=2[O:24][CH2:23]1, predict the reactants needed to synthesize it. The reactants are: [CH3:1][O:2][C:3]1[CH:4]=[C:5](/[CH:11]=[CH:12]/[C:13]#[N:14])[CH:6]=[C:7]([O:9][CH3:10])[CH:8]=1.I[C:16]1[CH:21]=[CH:20][C:19]2[O:22][CH2:23][O:24][C:18]=2[CH:17]=1.CC([O-])=O.[K+].CN(C=O)C.